The task is: Predict which catalyst facilitates the given reaction.. This data is from Catalyst prediction with 721,799 reactions and 888 catalyst types from USPTO. Reactant: Br[C:2]1[CH:3]=[N:4][CH:5]=[C:6]2[C:11]=1[N:10]=[C:9]([C:12]([NH:14][CH2:15][CH2:16][S:17]([CH3:20])(=[O:19])=[O:18])=[O:13])[CH:8]=[CH:7]2.[F:21][C:22]1[CH:23]=[C:24](B(O)O)[CH:25]=[CH:26][CH:27]=1.C(=O)([O-])[O-].[Cs+].[Cs+]. Product: [F:21][C:22]1[CH:27]=[C:26]([C:2]2[CH:3]=[N:4][CH:5]=[C:6]3[C:11]=2[N:10]=[C:9]([C:12]([NH:14][CH2:15][CH2:16][S:17]([CH3:20])(=[O:19])=[O:18])=[O:13])[CH:8]=[CH:7]3)[CH:25]=[CH:24][CH:23]=1. The catalyst class is: 688.